From a dataset of Full USPTO retrosynthesis dataset with 1.9M reactions from patents (1976-2016). Predict the reactants needed to synthesize the given product. (1) Given the product [F:18][C:17]1[C:16]([O:19][CH3:20])=[CH:15][C:14]([O:21][CH3:22])=[C:13]([F:23])[C:12]=1[N:7]1[C:6](=[O:24])[C:5]2([CH2:26][CH2:25]2)[C:4]2[C:9](=[CH:10][N:11]=[C:2]([NH:35][CH2:34][CH2:33][N:30]3[CH2:31][CH2:32][O:27][CH2:28][CH2:29]3)[CH:3]=2)[CH2:8]1, predict the reactants needed to synthesize it. The reactants are: Cl[C:2]1[CH:3]=[C:4]2[C:9](=[CH:10][N:11]=1)[CH2:8][N:7]([C:12]1[C:17]([F:18])=[C:16]([O:19][CH3:20])[CH:15]=[C:14]([O:21][CH3:22])[C:13]=1[F:23])[C:6](=[O:24])[C:5]12[CH2:26][CH2:25]1.[O:27]1[CH2:32][CH2:31][N:30]([CH2:33][CH2:34][NH2:35])[CH2:29][CH2:28]1.C1(P(C2CCCCC2)C2C(OC)=CC=C(OC)C=2C2C(C(C)C)=CC(C(C)C)=CC=2C(C)C)CCCCC1.CC(C)([O-])C.[Na+]. (2) Given the product [NH:9]1[C:10]2[C:15](=[CH:14][CH:13]=[CH:12][CH:11]=2)[CH:16]=[C:8]1[C:3]1[CH:4]=[CH:5][CH:6]=[CH:7][C:2]=1[NH:1][C:26](=[O:27])[CH2:25][C:20]1[CH:21]=[CH:22][CH:23]=[CH:24][C:19]=1[O:18][CH3:17], predict the reactants needed to synthesize it. The reactants are: [NH2:1][C:2]1[CH:7]=[CH:6][CH:5]=[CH:4][C:3]=1[C:8]1[NH:9][C:10]2[C:15]([CH:16]=1)=[CH:14][CH:13]=[CH:12][CH:11]=2.[CH3:17][O:18][C:19]1[CH:24]=[CH:23][CH:22]=[CH:21][C:20]=1[CH2:25][C:26](O)=[O:27]. (3) Given the product [Cl:20][C:21]1[CH:26]=[C:25]([Cl:27])[CH:24]=[CH:23][C:22]=1[O:1][CH2:2][C:3]1[CH:4]=[C:5]([CH2:13][CH2:14][CH2:15][OH:17])[CH:6]=[C:7]([O:9][CH:10]([CH3:11])[CH3:12])[CH:8]=1, predict the reactants needed to synthesize it. The reactants are: [OH:1][CH2:2][C:3]1[CH:4]=[C:5]([CH2:13][CH2:14][C:15]([O:17]CC)=O)[CH:6]=[C:7]([O:9][CH:10]([CH3:12])[CH3:11])[CH:8]=1.[Cl:20][C:21]1[CH:26]=[C:25]([Cl:27])[CH:24]=[CH:23][C:22]=1O.C(P(CCCC)CCCC)CCC.N(C(N1CCCCC1)=O)=NC(N1CCCCC1)=O.[H-].C([Al+]CC(C)C)C(C)C.O.O.O.O.O.O.O.O.O.O.S([O-])([O-])(=O)=O.[Na+].[Na+]. (4) Given the product [CH2:38]([O:42][C:43]([N:45]1[CH2:49][CH2:48][C@H:47]([NH:50][C:51]2[N:52]=[CH:53][C:54]([NH:57][C:58]([C:60]3[N:61]=[C:62]([C:69]4[CH:74]=[CH:73][CH:72]=[CH:71][C:70]=4[O:75][C:76]([F:79])([F:78])[F:77])[O:63][C:64]=3[C:65]([F:66])([F:67])[F:68])=[O:59])=[CH:55][N:56]=2)[CH2:46]1)=[O:44])[CH3:39], predict the reactants needed to synthesize it. The reactants are: C(OC(N1CCN(C2C=CC(NC(C3N=C(C4C=CC=CC=4)OC=3C(F)(F)F)=O)=CN=2)CC1)=O)(C)(C)C.[C:38]([O:42][C:43]([N:45]1[CH2:49][CH2:48][C@H:47]([NH:50][C:51]2[N:56]=[CH:55][C:54]([NH:57][C:58]([C:60]3[N:61]=[C:62]([C:69]4[CH:74]=[CH:73][CH:72]=[CH:71][C:70]=4[O:75][C:76]([F:79])([F:78])[F:77])[O:63][C:64]=3[C:65]([F:68])([F:67])[F:66])=[O:59])=[CH:53][N:52]=2)[CH2:46]1)=[O:44])(C)(C)[CH3:39].FC(F)(F)OC1C=CC=CC=1C1OC(C(F)(F)F)=C(C(O)=O)N=1.C(OC(N1CC[C@H](NC2N=CC(N)=CN=2)C1)=O)C. (5) Given the product [Cl:27][C:23]1[C:24]([CH3:26])=[CH:25][C:20]([O:19][CH2:18][CH2:17][CH2:16][C:7]2[C:6]3[C:10](=[C:2]([C:35]4[CH:34]=[CH:33][N:32]=[CH:31][C:30]=4[CH3:29])[CH:3]=[CH:4][CH:5]=3)[NH:9][C:8]=2[C:11]([O:13][CH2:14][CH3:15])=[O:12])=[CH:21][C:22]=1[CH3:28], predict the reactants needed to synthesize it. The reactants are: Br[C:2]1[CH:3]=[CH:4][CH:5]=[C:6]2[C:10]=1[NH:9][C:8]([C:11]([O:13][CH2:14][CH3:15])=[O:12])=[C:7]2[CH2:16][CH2:17][CH2:18][O:19][C:20]1[CH:25]=[C:24]([CH3:26])[C:23]([Cl:27])=[C:22]([CH3:28])[CH:21]=1.[CH3:29][C:30]1[CH:31]=[N:32][CH:33]=[CH:34][C:35]=1B(O)O.